This data is from Full USPTO retrosynthesis dataset with 1.9M reactions from patents (1976-2016). The task is: Predict the reactants needed to synthesize the given product. (1) Given the product [F:7][C:8]1[C:9](=[O:10])[N:5]=[C:4]([CH2:3][F:2])[NH:6][C:13]=1[OH:14], predict the reactants needed to synthesize it. The reactants are: Cl.[F:2][CH2:3][C:4]([NH2:6])=[NH:5].[F:7][CH:8]([C:13](OC)=[O:14])[C:9](OC)=[O:10].C[O-].[Na+]. (2) Given the product [Cl:1][C:2]1[CH:7]=[CH:6][C:5]([C:12]2[CH:21]=[CH:20][C:15]([C:16]([O:18][CH3:19])=[O:17])=[CH:14][N:13]=2)=[CH:4][CH:3]=1, predict the reactants needed to synthesize it. The reactants are: [Cl:1][C:2]1[CH:7]=[CH:6][C:5](B(O)O)=[CH:4][CH:3]=1.Br[C:12]1[CH:21]=[CH:20][C:15]([C:16]([O:18][CH3:19])=[O:17])=[CH:14][N:13]=1. (3) Given the product [F:15][C:12]1[CH:11]=[CH:10][C:9]2[NH:8][C:7]3[C:2]([C:19]#[N:20])=[CH:3][N:4]=[C:5]([NH:16][CH3:17])[C:6]=3[C:14]=2[CH:13]=1, predict the reactants needed to synthesize it. The reactants are: Br[C:2]1[C:7]2[NH:8][C:9]3[CH:10]=[CH:11][C:12]([F:15])=[CH:13][C:14]=3[C:6]=2[C:5]([NH:16][CH3:17])=[N:4][CH:3]=1.[Cu][C:19]#[N:20]. (4) Given the product [C:1]([O:5][C:6]([N:8]1[CH2:9][CH2:10][CH:11]([NH:14][C@H:15]([C:28]2[CH:29]=[CH:30][CH:31]=[CH:32][CH:33]=2)[CH2:16][NH2:17])[CH2:12][CH2:13]1)=[O:7])([CH3:4])([CH3:2])[CH3:3], predict the reactants needed to synthesize it. The reactants are: [C:1]([O:5][C:6]([N:8]1[CH2:13][CH2:12][CH:11]([NH:14][C@H:15]([C:28]2[CH:33]=[CH:32][CH:31]=[CH:30][CH:29]=2)[CH2:16][N:17]2C(=O)C3C(=CC=CC=3)C2=O)[CH2:10][CH2:9]1)=[O:7])([CH3:4])([CH3:3])[CH3:2].O.NN. (5) Given the product [Cl:1][C:2]1[CH:3]=[CH:4][C:5]([O:6][C:7]([CH3:12])([CH3:11])[C:8]([N:57]2[CH2:61][CH2:60][C@@:59]3([C:65]4[CH:66]=[CH:67][CH:68]=[CH:69][C:64]=4[C:63](=[O:70])[O:62]3)[CH2:58]2)=[O:10])=[CH:13][CH:14]=1, predict the reactants needed to synthesize it. The reactants are: [Cl:1][C:2]1[CH:14]=[CH:13][C:5]([O:6][C:7]([CH3:12])([CH3:11])[C:8]([OH:10])=O)=[CH:4][CH:3]=1.CN([P+](ON1N=NC2C=CC=CC1=2)(N(C)C)N(C)C)C.F[P-](F)(F)(F)(F)F.[C@]12(CS(O)(=O)=O)C(C)(C)C(CC1)CC2=O.[NH:57]1[CH2:61][CH2:60][C@@:59]2([C:65]3[CH:66]=[CH:67][CH:68]=[CH:69][C:64]=3[C:63](=[O:70])[O:62]2)[CH2:58]1.C(N(CC)C(C)C)(C)C.C(=O)(O)[O-].[Na+]. (6) Given the product [CH3:1][O:2][C:3]1[CH:13]=[CH:12][C:6]([CH:7]=[CH:8][C:9]([Cl:16])=[O:10])=[CH:5][CH:4]=1, predict the reactants needed to synthesize it. The reactants are: [CH3:1][O:2][C:3]1[CH:13]=[CH:12][C:6]([CH:7]=[CH:8][C:9](O)=[O:10])=[CH:5][CH:4]=1.S(Cl)([Cl:16])=O.CN(C)C=O. (7) Given the product [OH:17][CH:14]1[CH2:15][CH2:16][C:11]([C:7]2[CH:8]=[CH:9][CH:10]=[C:5]([O:4][CH3:3])[CH:6]=2)([C:18]([O:20][CH3:21])=[O:19])[CH2:12][CH2:13]1, predict the reactants needed to synthesize it. The reactants are: [BH4-].[Na+].[CH3:3][O:4][C:5]1[CH:6]=[C:7]([C:11]2([C:18]([O:20][CH3:21])=[O:19])[CH2:16][CH2:15][C:14](=[O:17])[CH2:13][CH2:12]2)[CH:8]=[CH:9][CH:10]=1.[Cl-].[NH4+]. (8) The reactants are: [N:12]1[C:13]2[C:8](=CC=[C:8]3[C:13]=2[N:12]=[CH:11][CH:10]=[CH:9]3)[CH:9]=[CH:10][CH:11]=1.[C:15]([O-:18])([O-])=O.[Cs+].[Cs+].[F:21][C:22]1[CH:23]=[C:24](I)[CH:25]=C[CH:27]=1.[C:29]1(C)C=CC=C[CH:30]=1. Given the product [F:21][C:22]1[CH:27]=[C:15]([CH:25]=[CH:24][CH:23]=1)[O:18][C@@H:8]1[CH:9]2[CH2:10][CH2:11][N:12]([CH2:29][CH2:30]2)[CH2:13]1, predict the reactants needed to synthesize it.